Dataset: Full USPTO retrosynthesis dataset with 1.9M reactions from patents (1976-2016). Task: Predict the reactants needed to synthesize the given product. (1) The reactants are: [N:1]1[N:2]([C:6]2[CH:26]=[CH:25][CH:24]=[CH:23][C:7]=2[C:8]([N:10]2[C@H:15]([CH3:16])[CH2:14][CH2:13][C@@H:12]([C:17](N(OC)C)=[O:18])[CH2:11]2)=[O:9])[N:3]=[CH:4][CH:5]=1.[CH3:27][Mg]Br.O. Given the product [N:3]1[N:2]([C:6]2[CH:26]=[CH:25][CH:24]=[CH:23][C:7]=2[C:8]([N:10]2[C@H:15]([CH3:16])[CH2:14][CH2:13][C@@H:12]([C:17](=[O:18])[CH3:27])[CH2:11]2)=[O:9])[N:1]=[CH:5][CH:4]=1, predict the reactants needed to synthesize it. (2) Given the product [Cl:19][C:6]1[CH:5]=[C:4]([CH3:16])[N:3]=[C:2]([CH3:1])[C:7]=1[C:8]([C:10]1[S:11][CH:12]=[CH:13][CH:14]=1)=[O:9], predict the reactants needed to synthesize it. The reactants are: [CH3:1][C:2]1[NH:3][C:4]([CH3:16])=[CH:5][C:6](=O)[C:7]=1[C:8]([C:10]1[S:11][CH:12]=[CH:13][CH:14]=1)=[O:9].P(Cl)(Cl)([Cl:19])=O. (3) Given the product [CH2:1]([O:3][C:4]1[C:8]([CH2:9][CH2:10][CH2:11][OH:12])=[CH:7][N:6]([C:16]2[CH:21]=[CH:20][C:19]([C:22]([F:24])([F:25])[F:23])=[CH:18][CH:17]=2)[N:5]=1)[CH3:2], predict the reactants needed to synthesize it. The reactants are: [CH2:1]([O:3][C:4]1[C:8]([CH2:9][CH2:10][C:11](OCC)=[O:12])=[CH:7][N:6]([C:16]2[CH:21]=[CH:20][C:19]([C:22]([F:25])([F:24])[F:23])=[CH:18][CH:17]=2)[N:5]=1)[CH3:2].[H-].C([Al+]CC(C)C)C(C)C.Cl. (4) Given the product [CH3:25][C:16]1[CH:21]=[CH:20][C:19]([C:22]([N:11]=[C:9]2[N:8]([CH:27]([CH3:33])[C:28]([OH:30])=[O:29])[C:7]3[CH:12]=[CH:13][C:4]([O:3][C:2]([F:1])([F:14])[F:15])=[CH:5][C:6]=3[S:10]2)=[O:23])=[CH:18][CH:17]=1, predict the reactants needed to synthesize it. The reactants are: [F:1][C:2]([F:15])([F:14])[O:3][C:4]1[CH:13]=[CH:12][C:7]2[N:8]=[C:9]([NH2:11])[S:10][C:6]=2[CH:5]=1.[C:16]1([CH3:25])[CH:21]=[CH:20][C:19]([C:22](Cl)=[O:23])=[CH:18][CH:17]=1.Br[CH:27]([CH3:33])[C:28]([O:30]CC)=[O:29].COC1C=CC2N=C(N)SC=2C=1.ClC1C=C(C=CC=1)C(Cl)=O.BrCC(OCC)=O. (5) Given the product [OH:5][S:3]([C:6]([F:9])([F:8])[F:7])(=[O:4])=[O:2].[CH3:1][N:15]1[CH:16]=[CH:17][C:12]([O:11][CH3:10])=[CH:13][CH:14]1[CH:18]=[O:19], predict the reactants needed to synthesize it. The reactants are: [CH3:1][O:2][S:3]([C:6]([F:9])([F:8])[F:7])(=[O:5])=[O:4].[CH3:10][O:11][C:12]1[CH:17]=[CH:16][N:15]=[C:14]([CH:18]=[O:19])[CH:13]=1.N1C=CC=CC=1. (6) Given the product [CH3:1][O:2][C:3]1[CH:4]=[C:5]2[C:10](=[CH:11][C:12]=1[O:13][CH3:14])[N:9]=[CH:8][CH:7]=[C:6]2[O:15][C:16]1[CH:22]=[CH:21][C:19]([NH:20][C:35]([NH:52][CH:50]([C:46]2[S:47][C:48]([CH3:49])=[C:44]([CH3:43])[N:45]=2)[CH3:51])=[O:41])=[C:18]([F:23])[CH:17]=1, predict the reactants needed to synthesize it. The reactants are: [CH3:1][O:2][C:3]1[CH:4]=[C:5]2[C:10](=[CH:11][C:12]=1[O:13][CH3:14])[N:9]=[CH:8][CH:7]=[C:6]2[O:15][C:16]1[CH:22]=[CH:21][C:19]([NH2:20])=[C:18]([F:23])[CH:17]=1.C(N(CC)CC)C.ClC(Cl)(O[C:35](=[O:41])OC(Cl)(Cl)Cl)Cl.[CH3:43][C:44]1[N:45]=[C:46]([CH:50]([NH2:52])[CH3:51])[S:47][C:48]=1[CH3:49].